From a dataset of HIV replication inhibition screening data with 41,000+ compounds from the AIDS Antiviral Screen. Binary Classification. Given a drug SMILES string, predict its activity (active/inactive) in a high-throughput screening assay against a specified biological target. The compound is CCCCCCCCCCCCCCCCOC1OC(CCSSC2OC(OCCCCCCCCCCCCCCCC)C(O)C(O)C2O)C(O)C(O)C1O. The result is 0 (inactive).